This data is from Forward reaction prediction with 1.9M reactions from USPTO patents (1976-2016). The task is: Predict the product of the given reaction. (1) Given the reactants [OH:1][CH2:2]C1C2C(=CC=CC=2)NC1=O.[CH2:13]([O:20][C:21]1[CH:22]=[CH:23][C:24]([OH:44])=[C:25]([CH:27]2[C:35]3[C:30](=[CH:31][CH:32]=[CH:33][CH:34]=3)[N:29]([CH2:36][C:37]3[S:38][C:39]([Cl:42])=[CH:40][CH:41]=3)[C:28]2=[O:43])[CH:26]=1)[C:14]1[CH:19]=[CH:18][CH:17]=[CH:16][CH:15]=1.C=O.[OH-].[Na+], predict the reaction product. The product is: [CH2:13]([O:20][C:21]1[CH:22]=[CH:23][C:24]([OH:44])=[C:25]([C:27]2([CH2:2][OH:1])[C:35]3[C:30](=[CH:31][CH:32]=[CH:33][CH:34]=3)[N:29]([CH2:36][C:37]3[S:38][C:39]([Cl:42])=[CH:40][CH:41]=3)[C:28]2=[O:43])[CH:26]=1)[C:14]1[CH:19]=[CH:18][CH:17]=[CH:16][CH:15]=1. (2) Given the reactants [CH2:1]([N:5]([CH2:23][C:24]1[CH:36]=[CH:35][C:27]([O:28][CH2:29][C:30]([O:32]CC)=[O:31])=[C:26]([CH3:37])[CH:25]=1)[C:6]1[C:11]([CH3:12])=[C:10]([C:13]2[CH:18]=[CH:17][C:16]([C:19]([F:22])([F:21])[F:20])=[CH:15][CH:14]=2)[N:9]=[CH:8][N:7]=1)[CH2:2][CH2:3][CH3:4].[OH-].[Na+], predict the reaction product. The product is: [CH2:1]([N:5]([CH2:23][C:24]1[CH:36]=[CH:35][C:27]([O:28][CH2:29][C:30]([OH:32])=[O:31])=[C:26]([CH3:37])[CH:25]=1)[C:6]1[C:11]([CH3:12])=[C:10]([C:13]2[CH:14]=[CH:15][C:16]([C:19]([F:20])([F:21])[F:22])=[CH:17][CH:18]=2)[N:9]=[CH:8][N:7]=1)[CH2:2][CH2:3][CH3:4].